Dataset: Full USPTO retrosynthesis dataset with 1.9M reactions from patents (1976-2016). Task: Predict the reactants needed to synthesize the given product. (1) Given the product [F:37][S:34]([F:35])([F:36])([F:38])([F:39])[C:31]1[CH:32]=[CH:33][C:28]([CH:27]=[CH:26][C:23]2[O:24][CH:25]=[C:21]([CH2:20][O:18][C:15]3[CH:14]=[CH:13][C:12]([CH:11]=[CH:10][CH2:9][CH2:8][N:3]4[CH:7]=[CH:6][N:5]=[N:4]4)=[CH:17][CH:16]=3)[N:22]=2)=[CH:29][CH:30]=1, predict the reactants needed to synthesize it. The reactants are: [H-].[Na+].[N:3]1([CH2:8][CH2:9][CH:10]=[CH:11][C:12]2[CH:17]=[CH:16][C:15]([OH:18])=[CH:14][CH:13]=2)[CH:7]=[CH:6][N:5]=[N:4]1.Cl[CH2:20][C:21]1[N:22]=[C:23]([CH:26]=[CH:27][C:28]2[CH:33]=[CH:32][C:31]([S:34]([F:39])([F:38])([F:37])([F:36])[F:35])=[CH:30][CH:29]=2)[O:24][CH:25]=1.O. (2) The reactants are: [Cl:1][C:2]1[CH:3]=[C:4]([CH:15]=[CH:16][C:17]=1F)[O:5][C:6]1[CH:11]=[CH:10][C:9]([CH2:12][OH:13])=[CH:8][C:7]=1[F:14].Cl[C:20]1[CH:30]=[C:24]2[N:25]([CH3:29])[CH2:26][CH2:27][CH2:28][N:23]2[C:22](=[O:31])[N:21]=1. Given the product [Cl:1][C:2]1[CH:3]=[C:4]([CH:15]=[CH:16][CH:17]=1)[O:5][C:6]1[CH:11]=[CH:10][C:9]([CH2:12][O:13][C:20]2[CH:30]=[C:24]3[N:25]([CH3:29])[CH2:26][CH2:27][CH2:28][N:23]3[C:22](=[O:31])[N:21]=2)=[CH:8][C:7]=1[F:14], predict the reactants needed to synthesize it. (3) Given the product [F:1][C:2]1[CH:7]=[C:6]([N+:8]([O-:10])=[O:9])[CH:5]=[CH:4][C:3]=1[N:11]([CH3:25])[CH:12]1[CH2:17][CH2:16][NH:15][CH2:14][CH2:13]1, predict the reactants needed to synthesize it. The reactants are: [F:1][C:2]1[CH:7]=[C:6]([N+:8]([O-:10])=[O:9])[CH:5]=[CH:4][C:3]=1[N:11]([CH3:25])[CH:12]1[CH2:17][CH2:16][N:15](C(OC(C)(C)C)=O)[CH2:14][CH2:13]1.FC(F)(F)C(O)=O. (4) Given the product [C:10]([O:9][C:7](=[O:8])[CH2:6][CH:5]([C:14](=[O:21])[NH:15][O:16][C:17]([CH3:20])([CH3:19])[CH3:18])[C:4]([OH:22])=[O:3])([CH3:13])([CH3:11])[CH3:12], predict the reactants needed to synthesize it. The reactants are: C([O:3][C:4](=[O:22])[CH:5]([C:14](=[O:21])[NH:15][O:16][C:17]([CH3:20])([CH3:19])[CH3:18])[CH2:6][C:7]([O:9][C:10]([CH3:13])([CH3:12])[CH3:11])=[O:8])C.[OH-].[K+]. (5) Given the product [Br:1][C:2]1[N:7]=[N:6][C:5]([N:8]=[CH:11][N:12]([CH3:14])[CH3:13])=[CH:4][CH:3]=1, predict the reactants needed to synthesize it. The reactants are: [Br:1][C:2]1[N:7]=[N:6][C:5]([NH2:8])=[CH:4][CH:3]=1.CO[CH:11](OC)[N:12]([CH3:14])[CH3:13]. (6) The reactants are: [NH2:1][C:2]1[N:3]=[N:4][C:5]([Cl:8])=[CH:6][CH:7]=1.CO[CH:11](OC)[N:12]([CH3:14])[CH3:13]. Given the product [Cl:8][C:5]1[N:4]=[N:3][C:2]([N:1]=[CH:11][N:12]([CH3:14])[CH3:13])=[CH:7][CH:6]=1, predict the reactants needed to synthesize it.